This data is from Full USPTO retrosynthesis dataset with 1.9M reactions from patents (1976-2016). The task is: Predict the reactants needed to synthesize the given product. (1) Given the product [CH3:1][N:2]1[C:3]([C:4]2[CH:9]=[CH:8][C:7]([B:10]([OH:14])[OH:11])=[CH:6][CH:5]=2)=[N:22][N:21]=[N:20]1, predict the reactants needed to synthesize it. The reactants are: [CH3:1][NH:2][C:3](=O)[C:4]1[CH:9]=[CH:8][C:7]([B:10]2[O:14]C(C)(C)C(C)(C)[O:11]2)=[CH:6][CH:5]=1.[N-:20]=[N+:21]=[N-:22].[Na+].FC(F)(F)S(OS(C(F)(F)F)(=O)=O)(=O)=O.B(O)O. (2) Given the product [Br:1][C:2]1[CH:3]=[CH:4][C:5]([O:9][CH3:10])=[C:6]([CH:7]=1)[O:8][C@H:13]1[CH2:14][CH2:15][O:11][CH2:12]1, predict the reactants needed to synthesize it. The reactants are: [Br:1][C:2]1[CH:3]=[CH:4][C:5]([O:9][CH3:10])=[C:6]([OH:8])[CH:7]=1.[O:11]1[CH2:15][CH2:14][C@@H:13](O)[CH2:12]1.C1C=CC(P(C2C=CC=CC=2)C2C=CC=CC=2)=CC=1.CCOC(/N=N/C(OCC)=O)=O. (3) Given the product [Br:22][C:23]1[N:24]=[C:25]([CH2:28][O:20][C:17]2[CH:18]=[CH:19][N:14]([C:11]3[CH:12]=[CH:13][C:6]4[N:5]=[C:4]([CH:1]5[CH2:2][CH2:3]5)[N:8]([CH3:9])[C:7]=4[CH:10]=3)[C:15](=[O:21])[CH:16]=2)[S:26][CH:27]=1, predict the reactants needed to synthesize it. The reactants are: [CH:1]1([C:4]2[N:8]([CH3:9])[C:7]3[CH:10]=[C:11]([N:14]4[CH:19]=[CH:18][C:17]([OH:20])=[CH:16][C:15]4=[O:21])[CH:12]=[CH:13][C:6]=3[N:5]=2)[CH2:3][CH2:2]1.[Br:22][C:23]1[N:24]=[C:25]([CH2:28]O)[S:26][CH:27]=1.C1(P(C2C=CC=CC=2)C2C=CC=CC=2)C=CC=CC=1.N(C(OCCOC)=O)=NC(OCCOC)=O. (4) Given the product [CH2:2]([N+:9]([O-:10])=[CH:23][C:22]1[CH:21]=[CH:20][C:19]([S:16](=[O:18])(=[O:17])[NH:15][C:11]([CH3:12])([CH3:14])[CH3:13])=[CH:26][CH:25]=1)[C:3]1[CH:8]=[CH:7][CH:6]=[CH:5][CH:4]=1, predict the reactants needed to synthesize it. The reactants are: Cl.[CH2:2]([NH:9][OH:10])[C:3]1[CH:8]=[CH:7][CH:6]=[CH:5][CH:4]=1.[C:11]([NH:15][S:16]([C:19]1[CH:26]=[CH:25][C:22]([CH:23]=O)=[CH:21][CH:20]=1)(=[O:18])=[O:17])([CH3:14])([CH3:13])[CH3:12]. (5) Given the product [OH:1][C:2]1[C:7]([C:8]2[S:9][CH:10]=[CH:11][CH:12]=2)=[N:6][N:5]([CH2:13][CH2:14][CH:15]([CH3:17])[CH3:16])[C:4](=[O:18])[C:3]=1[C:19]1[NH:24][C:23]2[CH:25]=[CH:26][C:27]([CH:48]=[CH:47][S:44]([CH3:43])(=[O:46])=[O:45])=[CH:28][C:22]=2[S:21](=[O:31])(=[O:30])[N:20]=1, predict the reactants needed to synthesize it. The reactants are: [OH:1][C:2]1[C:7]([C:8]2[S:9][CH:10]=[CH:11][CH:12]=2)=[N:6][N:5]([CH2:13][CH2:14][CH:15]([CH3:17])[CH3:16])[C:4](=[O:18])[C:3]=1[C:19]1[NH:24][C:23]2[CH:25]=[CH:26][C:27](I)=[CH:28][C:22]=2[S:21](=[O:31])(=[O:30])[N:20]=1.C(=O)([O-])[O-].[K+].[K+].CN(C)C=O.[CH3:43][S:44]([CH:47]=[CH2:48])(=[O:46])=[O:45]. (6) The reactants are: [CH3:1][N:2]1[C:6]([C:7]2[CH:8]=[C:9]([C:14]3[CH:19]=[CH:18][CH:17]=[CH:16][CH:15]=3)[CH:10]=[CH:11][C:12]=2[OH:13])=[CH:5][CH:4]=[N:3]1.C(=O)([O-])[O-].[K+].[K+].[C:26]([C:28]1[CH:29]=[C:30]([S:35]([NH:38][C:39]2[S:40][C:41]([F:44])=[CH:42][N:43]=2)(=[O:37])=[O:36])[CH:31]=[CH:32][C:33]=1F)#[N:27].[Cl-].[NH4+]. Given the product [C:26]([C:28]1[CH:29]=[C:30]([S:35]([NH:38][C:39]2[S:40][C:41]([F:44])=[CH:42][N:43]=2)(=[O:37])=[O:36])[CH:31]=[CH:32][C:33]=1[O:13][C:12]1[CH:11]=[CH:10][C:9]([C:14]2[CH:15]=[CH:16][CH:17]=[CH:18][CH:19]=2)=[CH:8][C:7]=1[C:6]1[N:2]([CH3:1])[N:3]=[CH:4][CH:5]=1)#[N:27], predict the reactants needed to synthesize it. (7) Given the product [OH:24][CH2:3][CH2:2][CH2:1][N:4]1[C:12]2[C:7](=[CH:8][C:9]([CH:13]=[O:14])=[CH:10][CH:11]=2)[CH:6]=[CH:5]1, predict the reactants needed to synthesize it. The reactants are: [CH2:1]([N:4]1[C:12]2[C:7](=[CH:8][C:9]([CH:13]=[O:14])=[CH:10][CH:11]=2)[CH:6]=[CH:5]1)[CH:2]=[CH2:3].B1C2CCCC1CCC2.[OH-:24].[Na+]. (8) Given the product [CH:1]1[O:2][CH:3]=[C:4]2[C:9]([CH2:10][C:11]([NH:13][CH:14]3[CH2:15][CH2:16][N:17]([CH2:21][CH:22]4[CH2:30][C:29]5[CH:28]=[C:27]([F:31])[CH:26]=[CH:25][C:24]=5[O:23]4)[CH2:18][CH2:19]3)=[O:12])=[CH:8][CH:7]=[CH:6][C:5]=12, predict the reactants needed to synthesize it. The reactants are: [CH:1]1[O:2][CH:3]=[C:4]2[C:9]([CH2:10][C:11]([NH:13][CH:14]3[CH2:19][CH2:18][NH:17][CH2:16][CH2:15]3)=[O:12])=[CH:8][CH:7]=[CH:6][C:5]=12.Br[CH2:21][CH:22]1[CH2:30][C:29]2[C:24](=[CH:25][CH:26]=[C:27]([F:31])[CH:28]=2)[O:23]1.C(N(CC)CC)C. (9) Given the product [CH3:23][C@H:24]1[NH:25][CH2:26][CH2:27][N:28]([C@H:10]([C:4]2[CH:3]=[C:2]([F:1])[C:7]([F:8])=[C:6]([F:9])[CH:5]=2)[CH3:12])[CH2:29]1, predict the reactants needed to synthesize it. The reactants are: [F:1][C:2]1[CH:3]=[C:4]([C@@H:10]([CH3:12])O)[CH:5]=[C:6]([F:9])[C:7]=1[F:8].CS(Cl)(=O)=O.S([O-])(=O)(=O)C.[CH3:23][C@@H:24]1[CH2:29][NH:28][CH2:27][CH2:26][NH:25]1.CC1(C)CCCC(C)(C)N1. (10) Given the product [CH3:14][O:15][C:16](=[O:24])[C:17]1[CH:22]=[CH:21][CH:20]=[N:19][C:18]=1[NH:1][CH2:2][C:3]1[CH:8]=[CH:7][N:6]=[C:5]([NH:9][C:10]([NH:12][CH3:13])=[O:11])[CH:4]=1, predict the reactants needed to synthesize it. The reactants are: [NH2:1][CH2:2][C:3]1[CH:8]=[CH:7][N:6]=[C:5]([NH:9][C:10]([NH:12][CH3:13])=[O:11])[CH:4]=1.[CH3:14][O:15][C:16](=[O:24])[C:17]1[CH:22]=[CH:21][CH:20]=[N:19][C:18]=1Cl.